From a dataset of Reaction yield outcomes from USPTO patents with 853,638 reactions. Predict the reaction yield, written as a fraction of the theoretical maximum amount of product (1.0 means a 100% yield; for example, 0.34 means a 34% yield). (1) The reactants are N1C=CC=CC=1.[CH3:7][C:8]1[CH:9]=[C:10]([OH:28])[C:11]2[CH:12]=[C:13]([C:18]3[CH:23]=[CH:22][CH:21]=[C:20]([C:24]([F:27])([F:26])[F:25])[CH:19]=3)[N:14]=[N:15][C:16]=2[CH:17]=1.[C:29](OC(=O)C)(=[O:31])[CH3:30]. The catalyst is CCCCCC.C(OCC)(=O)C. The product is [C:29]([O:28][C:10]1[CH:9]=[C:8]([CH3:7])[CH:17]=[C:16]2[C:11]=1[CH:12]=[C:13]([C:18]1[CH:23]=[CH:22][CH:21]=[C:20]([C:24]([F:27])([F:26])[F:25])[CH:19]=1)[N:14]=[N:15]2)(=[O:31])[CH3:30]. The yield is 0.360. (2) The reactants are [Cl:1][C:2]1[CH:7]=[CH:6][C:5]([S:8]([NH:11][C@@H:12]([C:20]([OH:22])=O)[CH2:13][C:14]2[CH:19]=[CH:18][CH:17]=[CH:16][CH:15]=2)(=[O:10])=[O:9])=[CH:4][CH:3]=1.[CH2:23]([NH:25][C:26]([NH:28][NH2:29])=[S:27])[CH3:24].C(N(CC)C(C)C)(C)C.F[P-](F)(F)(F)(F)F.N1(OC(N(C)C)=[N+](C)C)C2N=CC=CC=2N=N1. The catalyst is CN(C=O)C. The product is [Cl:1][C:2]1[CH:3]=[CH:4][C:5]([S:8]([NH:11][C@H:12]([CH2:13][C:14]2[CH:15]=[CH:16][CH:17]=[CH:18][CH:19]=2)[C:20]([NH:29][NH:28][C:26](=[S:27])[NH:25][CH2:23][CH3:24])=[O:22])(=[O:9])=[O:10])=[CH:6][CH:7]=1. The yield is 0.650.